This data is from Catalyst prediction with 721,799 reactions and 888 catalyst types from USPTO. The task is: Predict which catalyst facilitates the given reaction. (1) Reactant: CCOCC.[ClH:6].[CH3:7][N:8]([CH3:42])[CH2:9][CH2:10][CH2:11][NH:12][C:13](=[O:41])[C:14]1[CH:19]=[CH:18][C:17]([C:20]2[N:25]=[C:24]3[N:26]([CH2:29][C:30]4[CH:31]=[C:32]5[C:37](=[CH:38][CH:39]=4)[N:36]=[CH:35][CH:34]=[CH:33]5)[N:27]=[N:28][C:23]3=[CH:22][CH:21]=2)=[CH:16][C:15]=1[F:40]. Product: [ClH:6].[ClH:6].[CH3:42][N:8]([CH3:7])[CH2:9][CH2:10][CH2:11][NH:12][C:13](=[O:41])[C:14]1[CH:19]=[CH:18][C:17]([C:20]2[N:25]=[C:24]3[N:26]([CH2:29][C:30]4[CH:31]=[C:32]5[C:37](=[CH:38][CH:39]=4)[N:36]=[CH:35][CH:34]=[CH:33]5)[N:27]=[N:28][C:23]3=[CH:22][CH:21]=2)=[CH:16][C:15]=1[F:40]. The catalyst class is: 1. (2) Reactant: [F:1][C:2]1([F:17])[O:6][C:5]2[CH:7]=[CH:8][C:9]([C:11]3([C:14](Cl)=[O:15])[CH2:13][CH2:12]3)=[CH:10][C:4]=2[O:3]1.[NH2:18][C:19]1[CH:27]=[CH:26][C:25]2[NH:24][C:23]([C:28]([CH3:31])([CH3:30])[CH3:29])=[CH:22][C:21]=2[C:20]=1[C:32]#[N:33].C(N(CC)CC)C. Product: [C:28]([C:23]1[NH:24][C:25]2[C:21]([CH:22]=1)=[C:20]([C:32]#[N:33])[C:19]([NH:18][C:14]([C:11]1([C:9]3[CH:8]=[CH:7][C:5]4[O:6][C:2]([F:17])([F:1])[O:3][C:4]=4[CH:10]=3)[CH2:13][CH2:12]1)=[O:15])=[CH:27][CH:26]=2)([CH3:31])([CH3:29])[CH3:30]. The catalyst class is: 3.